This data is from Peptide-MHC class I binding affinity with 185,985 pairs from IEDB/IMGT. The task is: Regression. Given a peptide amino acid sequence and an MHC pseudo amino acid sequence, predict their binding affinity value. This is MHC class I binding data. (1) The peptide sequence is MASSVLLWMA. The MHC is HLA-A02:06 with pseudo-sequence HLA-A02:06. The binding affinity (normalized) is 0.583. (2) The peptide sequence is VVFQTSATI. The MHC is HLA-A02:03 with pseudo-sequence HLA-A02:03. The binding affinity (normalized) is 0.559. (3) The peptide sequence is DQAMTQMYK. The MHC is HLA-A68:01 with pseudo-sequence HLA-A68:01. The binding affinity (normalized) is 0.557. (4) The peptide sequence is MTLWYMWQV. The MHC is HLA-A68:02 with pseudo-sequence HLA-A68:02. The binding affinity (normalized) is 0.776.